Dataset: Experimentally validated miRNA-target interactions with 360,000+ pairs, plus equal number of negative samples. Task: Binary Classification. Given a miRNA mature sequence and a target amino acid sequence, predict their likelihood of interaction. (1) The miRNA is hsa-miR-3652 with sequence CGGCUGGAGGUGUGAGGA. The protein sequence of the target gene is MSSSVKTPALEELVPGSEEKPKGRSPLSWGSLFGHRSEKIVFAKSDGGTDENVLTVTITETTVIESDLGVWSSRALLYLTLWFFFSFCTLFLNKYILSLLGGEPSMLGAVQMLSTTVIGCVKTLVPCCLYQHKARLSYPPNFLMTMLFVGLMRFATVVLGLVSLKNVAVSFAETVKSSAPIFTVIMSRMILGEYTGLLVNLSLIPVMGGLALCTATEISFNVLGFSAALSTNIMDCLQNVFSKKLLSGDKYRFSAPELQFYTSAAAVAMLVPARVFFTDVPVIGRSGKSFSYNQDVVLLL.... Result: 1 (interaction). (2) The miRNA is hsa-miR-376b-3p with sequence AUCAUAGAGGAAAAUCCAUGUU. The protein sequence of the target gene is MLRGPGPGRLLLLAVLCLGTSVRCTEAGKSKRQAQQIVQPQSPVAVSQSKPGCFDNGKHYQINQQWERTYLGNALVCTCYGGSRGFNCESKPEPEETCFDKYTGNTYKVGDTYERPKDSMIWDCTCIGAGRGRISCTIANRCHEGGQSYKIGDKWRRPHETGGYMLECLCLGNGKGEWTCKPIAEKCFDHAAGTSYVVGETWEKPYQGWMMVDCTCLGEGNGRITCTSRNRCNDQDTRTSYRIGDTWSKKDNRGNLLQCVCTGNGRGEWKCERHALQSASAGSGSFTDVRTAIYQPQTHP.... Result: 0 (no interaction). (3) The miRNA is mmu-miR-377-3p with sequence AUCACACAAAGGCAACUUUUGU. The protein sequence of the target gene is MGHPPLEFSDCYLDSPDFRQRLKYYEEELERTNKFIKDVIKDGSALISAMRNYSSAVQKFSQTLQSFQFDFIGDTLTDDEINIAESFKEFAELLNEVENERMMMVQNASDLLIKPLETFRKEQIGFTKERKKKFEKDGERFYSLLDRHLHLSSKKKESQLLEADLQVDKERHNFFESSLDYVYQIQEVQESKKFNIVEPVLAFLHSLFISNSLTVELTQDFLPYKQQLQLSLQNTRNHFSSTREEMEELKKRMKEAPQTCKLPGQPTIEGYLYTQEKWALGISWAKYYCRYEKETRMLTM.... Result: 0 (no interaction). (4) The miRNA is hsa-miR-195-3p with sequence CCAAUAUUGGCUGUGCUGCUCC. The protein sequence of the target gene is MAAVAVLRAFGASGPMCLRRGPWAQLPARFCSRDPAGAGRRESEPRPTSARQLDGIRNIVLSNPKKRNALSLAMLKSLQSDILHDADSNDLKVIIISAEGPVFSSGHDLKELTEEQGRDYHAEVFQTCSKVMMHIRNHPVPVIAMVNGLAAAAGCQLVASCDIAVASDKSSFATPGVNVGLFCSTPGVALARAVPRKVALEMLFTGEPISAQEALLHGLLSKVVPEAELQEETMRIARKIASLSRPVVSLGKATFYKQLPQDLGTAYYLTSQAMVDNLALRDGQEGITAFLQKRKPVWSH.... Result: 0 (no interaction). (5) The miRNA is mmu-miR-3108-5p with sequence GUCUCUAAAGCUAGACGUUCCGG. The protein sequence of the target gene is MSEEQFGGDGAAAAATAAVGGSAGEQEGAMVAAAAQGPAAAAGSGSGGGGSAAGGTEGGSAEAEGAKIDASKNEEDEGHSNSSPRHTEAAAAQREEWKMFIGGLSWDTTKKDLKDYFSKFGEVVDCTLKLDPITGRSRGFGFVLFKESESVDKVMDQKEHKLNGKVIDPKRAKAMKTKEPVKKIFVGGLSPDTPEEKIREYFGGFGEVESIELPMDNKTNKRRGFCFITFKEEEPVKKIMEKKYHNVGLSKCEIKVAMSKEQYQQQQQWGSRGGFAGRARGRGGGPSQNWNQGYSNYWNQ.... Result: 1 (interaction). (6) The miRNA is hsa-miR-6805-3p with sequence UUGCUCUGCUCCCCCGCCCCCAG. The protein sequence of the target gene is MAFLRKVNQVLLLLLVLTLCGILYKKVHKGAVLKDKADVDSESPEDMEEEIPVVICAAAGRMGAAMAAINSIYSNTDANLVFYVVGLRSTLPRIRKWIEHSKLREINFKIVEFNPTVLKGKIRPDSSRPELLQPLNFVRFYLPLLVHQHEKVIYLDDDVIVQGDIQELYDTTLALGHAAAFSDDCDLPSAQDIHRLVGLQNTYMGYLDYRKKTIKDLGISPSTCSFNPGVIVANMTEWKHQRITKQLEKWMQKNVEENLYSSSLGGGVATSPMLIVFHGKYSTINPLWHIRHLGWNPDAR.... Result: 0 (no interaction). (7) The miRNA is hsa-miR-4258 with sequence CCCCGCCACCGCCUUGG. The protein sequence of the target gene is MLCASFLGLGLSVAIVGPTFQDLATNVNRNISSLSFIFVGRALGYLSGSVIGGFLVDVMNYFLLLGISMSATTVGLYLVPFCKTAILLTVMMSIFGVSIGILDTGGNVLILAIWGDKGAPHMQALHFSFALGAFLAPLLAKLALGPTASAENHTESDFHPALNQSSDADSEALFGVPNDKNLLWAYAVIGTYMFLVSVIFFCLFLKNSSKQEKARASAETFRRAKYHNALLCLLFLFFFFYVGAEVTYGSYVFSFATTHAGMKESEAAGLNSIFWGTFAACRGLAIFFATCLQPGTMIVL.... Result: 1 (interaction). (8) The miRNA is hsa-miR-331-3p with sequence GCCCCUGGGCCUAUCCUAGAA. The protein sequence of the target gene is MDFLLGNPFSSPVGQRIEKATDGSLQSEDWALNMEICDIINETEEGPKDALRAVKKRIVGNKNFHEVMLALTVLETCVKNCGHRFHVLVASQDFVESVLVRTILPKNNPPTIVHDKVLNLIQSWADAFRSSPDLTGVVTIYEDLRRKGLEFPMTDLDMLSPIHTPQRTVFNSETQSGQDSVGTDSSQQEDSGQHAAPLPAPPILSGDTPIAPTPEQIGKLRSELEMVSGNVRVMSEMLTELVPTQAEPADLELLQELNRTCRAMQQRVLELIPQIANEQLTEELLIVNDNLNNVFLRHER.... Result: 1 (interaction).